This data is from Experimentally validated miRNA-target interactions with 360,000+ pairs, plus equal number of negative samples. The task is: Binary Classification. Given a miRNA mature sequence and a target amino acid sequence, predict their likelihood of interaction. (1) Result: 1 (interaction). The protein sequence of the target gene is MKVTSLDGRQLRKMLRKEAAARCVVLDCRPYLAFAASNVRGSLNVNLNSVVLRRARGGAVSARYVLPDEAARARLLQEGGGGVAAVVVLDQGSRHWQKLREESAARVVLTSLLACLPAGPRVYFLKGGYETFYSEYPECCVDVKPISQEKIESERALISQCGKPVVNVSYRPAYDQGGPVEILPFLYLGSAYHASKCEFLANLHITALLNVSRRTSEACATHLHYKWIPVEDSHTADISSHFQEAIDFIDCVREKGGKVLVHCEAGISRSPTICMAYLMKTKQFRLKEAFDYIKQRRSMV.... The miRNA is hsa-miR-181c-5p with sequence AACAUUCAACCUGUCGGUGAGU. (2) The miRNA is hsa-miR-4677-3p with sequence UCUGUGAGACCAAAGAACUACU. The protein sequence of the target gene is MKRRAGLGGSMRSVVGFLSQRGLHGDPLLTQDFQRRRLRGCRNLYKKDLLGHFGCVNAIEFSNNGGQWLVSGGDDRRVLLWHMEQAIHSRVKPIQLKGEHHSNIFCLAFNSGNTKVFSGGNDEQVILHDVESSETLDVFAHEDAVYGLSVSPVNDNIFASSSDDGRVLIWDIRESPHGEPFCLANYPSAFHSVMFNPVEPRLLATANSKEGVGLWDIRKPQSSLLRYGGNLSLQSAMSVRFNSNGTQLLALRRRLPPVLYDIHSRLPVFQFDNQGYFNSCTMKSCCFAGDRDQYILSGSD.... Result: 0 (no interaction). (3) The miRNA is mmu-miR-466c-3p with sequence AUACAUACACGCACACAUAAGA. The protein sequence of the target gene is MAPGPARISLGSQLLPMVPLLLLLRGAGCGHRGPSWSSLPSAAAGLQGDRDSQQSPGDAAAALGPGAQDMVAIHMLRLYEKYNRRGAPPGGGNTVRSFRARLEMIDQKPVYFFNLTSMQDSEMILTAAFHFYSEPPRWPRAREVFCKPRAKNASCRLLTPGLPARLHLIFRSLSQNTATQGLLRGAMALTPPPRGLWQAKDISSIIKAARRDGELLLSAQLDTGEKDPGVPRPSSHMPYILVYANDLAISEPNSVAVSLQRYDPFPAGDFEPGAAPNSSADPRVRRAAQVSKPLQDNELP.... Result: 0 (no interaction).